Dataset: Peptide-MHC class II binding affinity with 134,281 pairs from IEDB. Task: Regression. Given a peptide amino acid sequence and an MHC pseudo amino acid sequence, predict their binding affinity value. This is MHC class II binding data. (1) The peptide sequence is GCNRLKRMAVSGDDC. The MHC is HLA-DQA10303-DQB10402 with pseudo-sequence HLA-DQA10303-DQB10402. The binding affinity (normalized) is 0. (2) The peptide sequence is GELQIVDKIGAAFKI. The MHC is DRB1_1501 with pseudo-sequence DRB1_1501. The binding affinity (normalized) is 0.464. (3) The peptide sequence is DRAVKLYRKLKREIT. The MHC is DRB1_0401 with pseudo-sequence DRB1_0401. The binding affinity (normalized) is 0.0840. (4) The peptide sequence is ATPPPPPPPQLGASP. The MHC is HLA-DPA10201-DPB10501 with pseudo-sequence HLA-DPA10201-DPB10501. The binding affinity (normalized) is 0. (5) The peptide sequence is GEPKGAAESSSKAAL. The MHC is DRB1_0301 with pseudo-sequence DRB1_0301. The binding affinity (normalized) is 0.